From a dataset of Reaction yield outcomes from USPTO patents with 853,638 reactions. Predict the reaction yield, written as a fraction of the theoretical maximum amount of product (1.0 means a 100% yield; for example, 0.34 means a 34% yield). (1) The catalyst is N1C=CC=CC=1.CN(C1C=CN=CC=1)C. The yield is 0.550. The product is [O:1]1[C:5]2[CH:6]=[CH:7][CH:8]=[CH:9][C:4]=2[N:3]=[C:2]1[C:10]1[CH:11]=[C:12]([NH:17][S:19]([CH3:18])(=[O:21])=[O:20])[CH:13]=[C:14]([Br:16])[CH:15]=1. The reactants are [O:1]1[C:5]2[CH:6]=[CH:7][CH:8]=[CH:9][C:4]=2[N:3]=[C:2]1[C:10]1[CH:11]=[C:12]([NH2:17])[CH:13]=[C:14]([Br:16])[CH:15]=1.[CH3:18][S:19](Cl)(=[O:21])=[O:20]. (2) The yield is 0.780. The product is [CH3:20][C:7]1([C:5]2[CH:4]=[CH:3][NH:2][N:22]=2)[CH2:12][CH2:11][N:10]([C:13]([O:15][C:16]([CH3:19])([CH3:18])[CH3:17])=[O:14])[CH2:9][CH2:8]1. The reactants are C[N:2](C)/[CH:3]=[CH:4]/[C:5]([C:7]1([CH3:20])[CH2:12][CH2:11][N:10]([C:13]([O:15][C:16]([CH3:19])([CH3:18])[CH3:17])=[O:14])[CH2:9][CH2:8]1)=O.[NH2:22]N.O. The catalyst is CCO. (3) The reactants are CCN(C(C)C)C(C)C.[C:10]1([N:16]2[CH:20]=[CH:19][C:18]([C:21]([OH:23])=O)=[N:17]2)[CH:15]=[CH:14][CH:13]=[CH:12][CH:11]=1.C1C=CC2N(O)N=NC=2C=1.CCN=C=NCCCN(C)C.Cl.[NH2:46][CH2:47][C:48]([N:50]1[CH2:55][CH2:54][N:53]([C:56](=[O:67])[C:57]2[CH:62]=[CH:61][CH:60]=[CH:59][C:58]=2[C:63]([F:66])([F:65])[F:64])[CH2:52][CH2:51]1)=[O:49]. The catalyst is CN(C=O)C.O. The product is [O:49]=[C:48]([N:50]1[CH2:51][CH2:52][N:53]([C:56](=[O:67])[C:57]2[CH:62]=[CH:61][CH:60]=[CH:59][C:58]=2[C:63]([F:66])([F:65])[F:64])[CH2:54][CH2:55]1)[CH2:47][NH:46][C:21]([C:18]1[CH:19]=[CH:20][N:16]([C:10]2[CH:11]=[CH:12][CH:13]=[CH:14][CH:15]=2)[N:17]=1)=[O:23]. The yield is 0.305. (4) No catalyst specified. The reactants are [Cl:1][C:2]1[C:3]([O:12][C:13]2[C:17]([CH2:18][CH3:19])=[C:16]([CH3:20])[NH:15][N:14]=2)=[N:4][CH:5]=[C:6]([C:8]([F:11])([F:10])[F:9])[CH:7]=1.[CH2:21]([N:23]=[C:24]=[O:25])[CH3:22]. The product is [CH2:21]([NH:23][C:24]([N:15]1[C:16]([CH3:20])=[C:17]([CH2:18][CH3:19])[C:13]([O:12][C:3]2[C:2]([Cl:1])=[CH:7][C:6]([C:8]([F:10])([F:11])[F:9])=[CH:5][N:4]=2)=[N:14]1)=[O:25])[CH3:22]. The yield is 0.319. (5) The reactants are [F:1][C:2]([F:17])([F:16])[C:3]1[CH:8]=[CH:7][C:6]([C:9]2[CH:14]=[CH:13][NH:12][C:11](=[O:15])[CH:10]=2)=[CH:5][CH:4]=1.Br[C:19]1[CH:27]=[C:26]2[C:22]([C:23]3[CH2:32][CH2:31][N:30]([C:33]([O:35][C:36]([CH3:39])([CH3:38])[CH3:37])=[O:34])[CH2:29][C:24]=3[N:25]2[CH3:28])=[CH:21][CH:20]=1. No catalyst specified. The product is [CH3:28][N:25]1[C:26]2[C:22](=[CH:21][CH:20]=[C:19]([N:12]3[CH:13]=[CH:14][C:9]([C:6]4[CH:5]=[CH:4][C:3]([C:2]([F:1])([F:16])[F:17])=[CH:8][CH:7]=4)=[CH:10][C:11]3=[O:15])[CH:27]=2)[C:23]2[CH2:32][CH2:31][N:30]([C:33]([O:35][C:36]([CH3:39])([CH3:38])[CH3:37])=[O:34])[CH2:29][C:24]1=2. The yield is 0.580. (6) The reactants are [Al+3].[Cl-].[Cl-].[Cl-].[F:5][C:6]1[CH:11]=[CH:10][CH:9]=[CH:8][CH:7]=1.[CH:12]1([C:18](Cl)=[O:19])[CH2:17][CH2:16][CH2:15][CH2:14][CH2:13]1. The catalyst is C(Cl)Cl. The product is [CH:12]1([C:18]([C:9]2[CH:10]=[CH:11][C:6]([F:5])=[CH:7][CH:8]=2)=[O:19])[CH2:17][CH2:16][CH2:15][CH2:14][CH2:13]1. The yield is 0.510.